This data is from Experimentally validated miRNA-target interactions with 360,000+ pairs, plus equal number of negative samples. The task is: Binary Classification. Given a miRNA mature sequence and a target amino acid sequence, predict their likelihood of interaction. (1) The miRNA is hsa-miR-30a-3p with sequence CUUUCAGUCGGAUGUUUGCAGC. The protein sequence of the target gene is MDCGSVGGQRTQRLPGRQRLLFLPVGLSGRPGGSETSARRCLSALSDGLGALRPRAPAARGGVSRASPLLLLLLVPSPRLAAAAPRRQLGDWERSRLGYAAPPAGRSSAWRCSPGVAAAAGALPQYHGPAPALVSCRRELSLSAGSLQLERKRRDFTSSGSRKLYFDTHALVCLLEDNGFATQQAEIIVSALVKILEANMDIVYKDMVTKMQQEITFQQVMSQIANVKKDMIILEKSEFSALRAENEKIKLELHQLKQQVMDEVIKVRTDTKLDFNLEKSRVKELYSLNEKKLLELRTEI.... Result: 0 (no interaction). (2) The miRNA is hsa-miR-6760-3p with sequence ACACUGUCCCCUUCUCCCCAG. The protein sequence of the target gene is MSVVVQHVEEKAVHSWSRISTAGKKALEEALLVFNPMSQDLSATEAQLVAFLQGLRDDGFQPTILRSGDVYGYSSCTANPPSQTKLQARAPNPTATSPPASAPRTAMRLPAGRATLLPMPLSGRLAKASTPALAKHATTNLLLSSLKQSSASHARGAAVGFPTHLYPGVYPAMRLSVVLEALVPLKTPMPCLGAKHKAQSLQLSLADSPLKLRKSSGKGPGNPRPKAPRKTTSKGPKCLTRKGPGAGPRRGSGHQSKTNRATGSPSVRRMKGGSALGTKTAQAKVARTLAKAARAQAKVA.... Result: 0 (no interaction). (3) The miRNA is hsa-miR-96-3p with sequence AAUCAUGUGCAGUGCCAAUAUG. The protein sequence of the target gene is MLSHNTMMKQRKQQATAIMKEVHGNDVDGMDLGKKVSIPRDIMLEELSHLSNRGARLFKMRQRRSDKYTFENFQYQSRAQINHSIAMQNGKVDGSNLEGGSQQAPLTPPNTPDPRSPPNPDNIAPGYSGPLKEIPPEKFNTTAVPKYYQSPWEQAISNDPELLEALYPKLFKPEGKAELPDYRSFNRVATPFGGFEKASRMVKFKVPDFELLLLTDPRFMSFVNPLSGRRSFNRTPKGWISENIPIVITTEPTDDTTVPESEDL. Result: 0 (no interaction). (4) The miRNA is cel-miR-1823-3p with sequence UACUGGAAGUGUUUAGGAGUAA. The protein sequence of the target gene is MASILRSPQALQLTLALIKPDAVAHPLILEAVHQQILSNKFLIVRMRELLWRKEDCQRFYREHEGRFFYQRLVEFMASGPIRAYILAHKDAIQLWRTLMGPTRVFRARHVAPDSIRGSFGLTDTRNTTHGSDSVVSASREIAAFFPDFSEQRWYEEEEPQLRCGPVCYSPEGGVHYVAGTGGLGPA. Result: 0 (no interaction). (5) The miRNA is hsa-miR-6830-3p with sequence UGUCUUUCUUCUCUCCCUUGCAG. The protein sequence of the target gene is MYLSICCCFLLWAPALTLKNLNYSVPEEQGAGTVIGNIGRDARLQPGLPPAERGGGGRSKSGSYRVLENSAPHLLDVDADSGLLYTKQRIDRESLCRHNAKCQLSLEVFANDKEICMIKVEIQDINDNAPSFSSDQIEMDISENAAPGTRFPLTSAHDPDAGENGLRTYLLTRDDHGLFGLDVKSRGDGTKFPELVIQKALDREQQNHHTLVLTALDGGEPPRSATVQINVKVIDSNDNSPVFEAPSYLVELPENAPLGTVVIDLNATDADEGPNGEVLYSFSSYVPDRVRELFSIDPKT.... Result: 1 (interaction). (6) The miRNA is mmu-miR-7028-3p with sequence CCUUCUCUUCCCCCUCGGCCAG. The protein sequence of the target gene is MLKMAEPIASLMIVECRACLRCSPLFLYQREKDRMTENMKECLAQTNAAVGDMVTVVKTEVCSPLRDQEYGQPCSRRPDSSAMEVEPKKLKGKRDLIVPKSFQQVDFWFCESCQEYFVDECPNHGPPVFVSDTPVPVGIPDRAALTIPQGMEVVKDTSGESDVRCVNEVIPKGHIFGPYEGQISTQDKSAGFFSWLIVDKNNRYKSIDGSDETKANWMRYVVISREEREQNLLAFQHSERIYFRACRDIRPGEWLRVWYSEDYMKRLHSMSQETIHRNLARGEKRLQREKSEQVLDNPED.... Result: 0 (no interaction). (7) The miRNA is mmu-miR-449c-5p with sequence AGGCAGUGCAUUGCUAGCUGG. The protein sequence of the target gene is MTHSPATSEDEERHSASECPEGGSESDSSPDGPGRGPQGTRGRGSGAPGNLASTRGLQGRSMSVPDDAHFSMMVFRIGIPDLHQTKCLRFNPDATIWTAKQQVLCALSESLQDVLNYGLFQPATSGRDANFLEEERLLREYPQSFEKGVPYLEFRYKTRVYKQTNLDEKQLAKLHTKTGLKKFLEYVQLGTSDKVARLLDKGLDPNYHDSDSGETPLTLAAQTEGSVEVIRTLCLGGAHIDFRARDGMTALHKAACARHCLALTALLDLGGSPNYKDRRGLTPLFHTAMVGGDPRCCELL.... Result: 0 (no interaction). (8) The miRNA is hsa-miR-216b-5p with sequence AAAUCUCUGCAGGCAAAUGUGA. The protein sequence of the target gene is MSLVDLGKKLLEAARAGQDDEVRILMANGAPFTTDWLGTSPLHLAAQYGHFSTTEVLLRAGVSRDARTKVDRTPLHMAASEGHANIVEVLLKHGADVNAKDMLKMTALHWATEHNHQEVVELLIKYGADVHTQSKFCKTAFDISIDNGNEDLAEILQIAMQNQINTNPESPDTVTIHAATPQFIIGPGGVVNLTDETGVSAVQFGNSSTSVLATLAALAEASAPLSNSSETPVVATEEVVTAESVDGAIQQVVSSGGQQVITIVTDGIQLGNLHSIPTSGMGQPIIVTMPDGQQVLTVPA.... Result: 0 (no interaction). (9) The miRNA is hsa-miR-1245a with sequence AAGUGAUCUAAAGGCCUACAU. The protein sequence of the target gene is MYRDYGEPGPSSGAGSPYGRPAQPPQAQAQTAQQQKFHLVPSIDSSSQELHWMVQPHFLGPTGYPRPLAYPQYSPPQPRPGVIRALGPPPGVRRRPCEQISPEEEERRRVRRERNKLAAAKCRNRRKELTDFLQAETDKLEDEKSGLQREIEELQKQKERLELVLEAHRPICKIPEGDKKDPGGSGSTSGASSPPAPGRPVPCISLSPGPVLEPEALHTPTLMTTPSLTPFTPSLVFTYPSTPEPCSSAHRKSSSSSGDPSSDPLGSPTLLAL. Result: 0 (no interaction).